This data is from CYP2C19 inhibition data for predicting drug metabolism from PubChem BioAssay. The task is: Regression/Classification. Given a drug SMILES string, predict its absorption, distribution, metabolism, or excretion properties. Task type varies by dataset: regression for continuous measurements (e.g., permeability, clearance, half-life) or binary classification for categorical outcomes (e.g., BBB penetration, CYP inhibition). Dataset: cyp2c19_veith. (1) The compound is O=C(O)c1nnsc1COCc1ccccc1. The result is 0 (non-inhibitor). (2) The result is 0 (non-inhibitor). The compound is N[C@@H](Cc1[nH]nc2ccccc12)C(=O)O. (3) The molecule is O=C1c2ccccc2CCC12N=NCC2c1ccccc1. The result is 1 (inhibitor).